From a dataset of Full USPTO retrosynthesis dataset with 1.9M reactions from patents (1976-2016). Predict the reactants needed to synthesize the given product. (1) Given the product [Cl:1][C:2]1[CH:7]=[CH:6][C:5]([C:8]2[CH:13]=[C:12]([C:14]([F:17])([F:16])[F:15])[CH:11]=[C:10]([N:18]3[CH:22]=[C:21]([C:26]4[CH:25]=[N:24][CH:29]=[CH:28][CH:27]=4)[N:20]=[CH:19]3)[N:9]=2)=[CH:4][CH:3]=1, predict the reactants needed to synthesize it. The reactants are: [Cl:1][C:2]1[CH:7]=[CH:6][C:5]([C:8]2[CH:13]=[C:12]([C:14]([F:17])([F:16])[F:15])[CH:11]=[C:10]([N:18]3[CH:22]=[C:21](I)[N:20]=[CH:19]3)[N:9]=2)=[CH:4][CH:3]=1.[N:24]1[CH:29]=[CH:28][CH:27]=[C:26](B(O)O)[CH:25]=1. (2) Given the product [OH:19][CH2:17][CH2:18][CH2:6][CH2:5][CH2:4][CH2:3][O:8][C:9]1[CH:10]=[CH:11][C:12](/[CH:13]=[CH:13]/[C:12]2[CH:15]=[CH:16][C:9]([O:8][CH:3]3[CH2:4][CH2:5][CH2:6][CH2:7][O:2]3)=[CH:10][CH:11]=2)=[CH:15][CH:16]=1, predict the reactants needed to synthesize it. The reactants are: [Li].[O:2]1[CH2:7][CH2:6][CH2:5][CH2:4][CH:3]1[O:8][C:9]1[CH:16]=[CH:15][C:12]([CH:13]=O)=[CH:11][CH:10]=1.[CH2:17]([OH:19])[CH3:18].